This data is from Forward reaction prediction with 1.9M reactions from USPTO patents (1976-2016). The task is: Predict the product of the given reaction. (1) The product is: [Br:1][C:2]1[N:7]=[C:6]2[C:5]([C:11](=[O:13])[CH2:10][CH2:9][NH:8]2)=[CH:4][CH:3]=1. Given the reactants [Br:1][C:2]1[N:7]=[C:6]([NH:8][CH2:9][CH2:10][C:11]([OH:13])=O)[CH:5]=[CH:4][CH:3]=1.CS(O)(=O)=O.O=P12OP3(OP(OP(O3)(O1)=O)(=O)O2)=O.[OH-].[Na+], predict the reaction product. (2) Given the reactants [F:1][C:2]([F:12])([F:11])[C:3]1[CH:4]=[C:5](I)[C:6]([NH2:9])=[N:7][CH:8]=1.[CH3:13][N:14](C)C=O, predict the reaction product. The product is: [NH2:9][C:6]1[C:5]([C:13]#[N:14])=[CH:4][C:3]([C:2]([F:12])([F:11])[F:1])=[CH:8][N:7]=1. (3) Given the reactants C[O:2][C:3]1[CH:29]=[CH:28][C:6]([O:7][C:8]2[CH:13]=[CH:12][C:11]([C:14](=[O:27])[CH2:15][CH2:16][C:17]([NH:19][CH2:20][C:21]3[CH:22]=[N:23][CH:24]=[CH:25][CH:26]=3)=[O:18])=[CH:10][CH:9]=2)=[CH:5][CH:4]=1.C(=O)=O.CC(C)=O.B(Br)(Br)Br, predict the reaction product. The product is: [OH:2][C:3]1[CH:4]=[CH:5][C:6]([O:7][C:8]2[CH:9]=[CH:10][C:11]([C:14](=[O:27])[CH2:15][CH2:16][C:17]([NH:19][CH2:20][C:21]3[CH:22]=[N:23][CH:24]=[CH:25][CH:26]=3)=[O:18])=[CH:12][CH:13]=2)=[CH:28][CH:29]=1. (4) Given the reactants [Cl:1][C:2]1[N:3]([CH2:33][C:34]#[C:35][CH3:36])[C:4]([C:11]([N:13]([CH2:22][C:23]2[CH:32]=[CH:31][C:30]3[C:25](=[CH:26][CH:27]=[CH:28][CH:29]=3)[N:24]=2)[NH:14]C(OC(C)(C)C)=O)=[O:12])=[C:5]([C:7]([O:9]C)=O)[N:6]=1.Cl, predict the reaction product. The product is: [CH2:33]([N:3]1[C:4]2[C:11](=[O:12])[N:13]([CH2:22][C:23]3[CH:32]=[CH:31][C:30]4[C:25](=[CH:26][CH:27]=[CH:28][CH:29]=4)[N:24]=3)[NH:14][C:7](=[O:9])[C:5]=2[N:6]=[C:2]1[Cl:1])[C:34]#[C:35][CH3:36].